Dataset: Peptide-MHC class I binding affinity with 185,985 pairs from IEDB/IMGT. Task: Regression. Given a peptide amino acid sequence and an MHC pseudo amino acid sequence, predict their binding affinity value. This is MHC class I binding data. (1) The peptide sequence is ASIENEETI. The MHC is H-2-Db with pseudo-sequence H-2-Db. The binding affinity (normalized) is 0.976. (2) The peptide sequence is VLFQNWGI. The MHC is HLA-A02:02 with pseudo-sequence HLA-A02:02. The binding affinity (normalized) is 0.321. (3) The peptide sequence is TEPGVSARA. The MHC is Mamu-A01 with pseudo-sequence Mamu-A01. The binding affinity (normalized) is 0. (4) The peptide sequence is KPKALSEAF. The MHC is HLA-A25:01 with pseudo-sequence HLA-A25:01. The binding affinity (normalized) is 0.0847.